Dataset: Catalyst prediction with 721,799 reactions and 888 catalyst types from USPTO. Task: Predict which catalyst facilitates the given reaction. (1) Reactant: [CH3:1][O:2][C:3]([NH:5][C@@H:6]([C@@H:27]([CH3:30])[CH2:28][CH3:29])[C:7]([N:9]1[C@H:13]([C:14]([O:16]CC2C=CC=CC=2)=[O:15])[CH2:12][C@@H:11]2[CH2:24][CH2:25][CH2:26][C@H:10]12)=[O:8])=[O:4]. Product: [CH3:1][O:2][C:3]([NH:5][C@@H:6]([C@@H:27]([CH3:30])[CH2:28][CH3:29])[C:7]([N:9]1[C@H:13]([C:14]([OH:16])=[O:15])[CH2:12][C@@H:11]2[CH2:24][CH2:25][CH2:26][C@H:10]12)=[O:8])=[O:4]. The catalyst class is: 63. (2) Reactant: [CH2:1]([O:8][C:9]1[C:14](=[O:15])[CH:13]=[CH:12][N:11]([C:16]2[CH:17]=[C:18]([C:22]3[CH:27]=[CH:26][CH:25]=[CH:24][CH:23]=3)[CH:19]=[CH:20][CH:21]=2)[CH:10]=1)[C:2]1[CH:7]=[CH:6][CH:5]=[CH:4][CH:3]=1.[Br:28]NC(=O)CCC(N)=O. Product: [CH2:1]([O:8][C:9]1[C:14](=[O:15])[C:13]([Br:28])=[CH:12][N:11]([C:16]2[CH:17]=[C:18]([C:22]3[CH:27]=[CH:26][CH:25]=[CH:24][CH:23]=3)[CH:19]=[CH:20][CH:21]=2)[CH:10]=1)[C:2]1[CH:3]=[CH:4][CH:5]=[CH:6][CH:7]=1. The catalyst class is: 52.